Dataset: CYP2C9 inhibition data for predicting drug metabolism from PubChem BioAssay. Task: Regression/Classification. Given a drug SMILES string, predict its absorption, distribution, metabolism, or excretion properties. Task type varies by dataset: regression for continuous measurements (e.g., permeability, clearance, half-life) or binary classification for categorical outcomes (e.g., BBB penetration, CYP inhibition). Dataset: cyp2c9_veith. (1) The compound is O=C(c1ccco1)N1CCN(c2cc(=O)n(C3CCCCC3)c(=O)[nH]2)CC1. The result is 0 (non-inhibitor). (2) The drug is NC1(C(=O)O)C[C@H](C(=O)O)[C@H](C(=O)O)C1. The result is 1 (inhibitor). (3) The compound is Cc1cc(NS(=O)(=O)c2ccc(NC(=O)CN3C(=O)c4ccccc4C3=O)cc2)nc(C)n1. The result is 0 (non-inhibitor).